From a dataset of Reaction yield outcomes from USPTO patents with 853,638 reactions. Predict the reaction yield, written as a fraction of the theoretical maximum amount of product (1.0 means a 100% yield; for example, 0.34 means a 34% yield). (1) The reactants are [CH3:1][C:2]1[CH:7]=[C:6]([C:8]2[CH:13]=[CH:12][CH:11]=[CH:10][CH:9]=2)[N:5]=[N:4][C:3]=1[N:14]1[CH2:19][CH2:18][N:17]([C:20]2[N:25]=[CH:24][CH:23]=[CH:22][N:21]=2)[CH2:16][CH2:15]1.[ClH:26]. The catalyst is C(O)(C)C. The product is [ClH:26].[ClH:26].[CH3:1][C:2]1[CH:7]=[C:6]([C:8]2[CH:13]=[CH:12][CH:11]=[CH:10][CH:9]=2)[N:5]=[N:4][C:3]=1[N:14]1[CH2:15][CH2:16][N:17]([C:20]2[N:25]=[CH:24][CH:23]=[CH:22][N:21]=2)[CH2:18][CH2:19]1. The yield is 0.933. (2) The reactants are [Cl:1][C:2]1[CH:7]=[CH:6][CH:5]=[CH:4][C:3]=1[N:8]1[C:12]([C:13](O)=[O:14])=[CH:11][C:10]([C:16]2[CH:21]=[CH:20][N:19]=[C:18]([Cl:22])[CH:17]=2)=[N:9]1.N.C[N:25](C(ON1N=NC2C=CC=CC1=2)=[N+](C)C)C.[B-](F)(F)(F)F.CCN(C(C)C)C(C)C. The catalyst is C(Cl)Cl.O. The product is [Cl:1][C:2]1[CH:7]=[CH:6][CH:5]=[CH:4][C:3]=1[N:8]1[C:12]([C:13]([NH2:25])=[O:14])=[CH:11][C:10]([C:16]2[CH:21]=[CH:20][N:19]=[C:18]([Cl:22])[CH:17]=2)=[N:9]1. The yield is 0.860. (3) The reactants are ClC(Cl)(O[C:5](=[O:11])[O:6][C:7](Cl)(Cl)Cl)Cl.[Cl:13][C:14]1[C:15]([O:24][C:25]2[CH:30]=[C:29]([O:31][CH2:32][CH2:33][O:34][CH3:35])[CH:28]=[CH:27][C:26]=2[CH2:36][CH2:37]CO)=[N:16][CH:17]=[C:18]([C:20]([F:23])([F:22])[F:21])[CH:19]=1.[C:40]1([CH3:50])[C:41]([S:46]([NH2:49])(=[O:48])=[O:47])=[CH:42][CH:43]=[CH:44][CH:45]=1.C(N(CC)C(C)C)(C)C.Cl. The catalyst is C1(C)C=CC=CC=1.CN(C)C1C=CN=CC=1.C(OCC)(=O)C.O1CCCC1.N1C=CC=CC=1. The product is [CH3:50][C:40]1[CH:45]=[CH:44][CH:43]=[CH:42][C:41]=1[S:46]([NH:49][C:5](=[O:11])[O:6][CH2:7][CH2:37][CH2:36][C:26]1[CH:27]=[CH:28][C:29]([O:31][CH2:32][CH2:33][O:34][CH3:35])=[CH:30][C:25]=1[O:24][C:15]1[C:14]([Cl:13])=[CH:19][C:18]([C:20]([F:22])([F:21])[F:23])=[CH:17][N:16]=1)(=[O:48])=[O:47]. The yield is 0.340. (4) The reactants are [OH:1][C:2]1[CH:3]=[C:4]([C:11]2[S:15][C:14]([N:16]([C:38]([O:40][C:41]([CH3:44])([CH3:43])[CH3:42])=[O:39])[CH2:17][C@@H:18]([NH:30][C:31](=[O:37])[O:32][C:33]([CH3:36])([CH3:35])[CH3:34])[CH2:19][C:20]3[CH:25]=[CH:24][C:23]([C:26]([F:29])([F:28])[F:27])=[CH:22][CH:21]=3)=[N:13][N:12]=2)[CH:5]=[CH:6][C:7]=1[N+:8]([O-])=O.C(O)(=O)C. The catalyst is CO.[Pd]. The product is [OH:1][C:2]1[CH:3]=[C:4]([C:11]2[S:15][C:14]([N:16]([C:38]([O:40][C:41]([CH3:44])([CH3:43])[CH3:42])=[O:39])[CH2:17][C@@H:18]([NH:30][C:31](=[O:37])[O:32][C:33]([CH3:34])([CH3:35])[CH3:36])[CH2:19][C:20]3[CH:21]=[CH:22][C:23]([C:26]([F:27])([F:28])[F:29])=[CH:24][CH:25]=3)=[N:13][N:12]=2)[CH:5]=[CH:6][C:7]=1[NH2:8]. The yield is 0.530. (5) The reactants are ClC(Cl)(O[C:5](=[O:11])OC(Cl)(Cl)Cl)Cl.Cl.[F:14][C:15]1[CH:38]=[CH:37][C:18]([C:19]([NH:21][C:22]2[N:26](C(OCC)=O)[N:25]=[C:24]3[C:32]([CH3:36])([CH3:35])[NH:33][CH2:34][C:23]=23)=[O:20])=[CH:17][CH:16]=1.C(N(CC)C(C)C)(C)C.[CH3:48][N:49]1[CH2:54][CH2:53][NH:52][CH2:51][CH2:50]1. The catalyst is C(Cl)Cl.CCOC(C)=O.CCCCCC. The product is [CH3:36][C:32]1([CH3:35])[C:24]2=[N:25][NH:26][C:22]([NH:21][C:19](=[O:20])[C:18]3[CH:17]=[CH:16][C:15]([F:14])=[CH:38][CH:37]=3)=[C:23]2[CH2:34][N:33]1[C:5]([N:52]1[CH2:53][CH2:54][N:49]([CH3:48])[CH2:50][CH2:51]1)=[O:11]. The yield is 0.640. (6) The reactants are Cl.[F:2][C:3]1[CH:16]=[CH:15][C:6]([C:7]([CH:9]2[CH2:14][CH2:13][NH:12][CH2:11][CH2:10]2)=[O:8])=[CH:5][CH:4]=1.C(N(CC)CC)C.CN(C1C=CC=CN=1)C.[C:33]([O:37][C:38](O[C:38]([O:37][C:33]([CH3:36])([CH3:35])[CH3:34])=[O:39])=[O:39])([CH3:36])([CH3:35])[CH3:34]. The catalyst is C(#N)C. The product is [C:33]([O:37][C:38]([N:12]1[CH2:13][CH2:14][CH:9]([C:7](=[O:8])[C:6]2[CH:5]=[CH:4][C:3]([F:2])=[CH:16][CH:15]=2)[CH2:10][CH2:11]1)=[O:39])([CH3:36])([CH3:35])[CH3:34]. The yield is 0.990. (7) The reactants are O1[C:5]2([CH2:10][CH2:9][C:8]([C:11]3[S:15][C:14]([C:16]([OH:18])=[O:17])=[C:13]([N:19]([C@H:29]4[CH2:34][CH2:33][C@H:32]([OH:35])[CH2:31][CH2:30]4)[C:20]([C@H:22]4[CH2:27][CH2:26][C@H:25]([CH3:28])[CH2:24][CH2:23]4)=[O:21])[CH:12]=3)=[CH:7][CH2:6]2)[O:4]CC1.Cl. The catalyst is C1COCC1.C(Cl)Cl. The product is [OH:35][C@H:32]1[CH2:33][CH2:34][C@H:29]([N:19]([C:20]([C@H:22]2[CH2:23][CH2:24][C@H:25]([CH3:28])[CH2:26][CH2:27]2)=[O:21])[C:13]2[CH:12]=[C:11]([C:8]3[CH2:9][CH2:10][C:5](=[O:4])[CH2:6][CH:7]=3)[S:15][C:14]=2[C:16]([OH:18])=[O:17])[CH2:30][CH2:31]1. The yield is 0.710.